From a dataset of Forward reaction prediction with 1.9M reactions from USPTO patents (1976-2016). Predict the product of the given reaction. (1) Given the reactants C([O:8][N:9]([CH2:12][C:13]1([C:19]([NH:21][NH:22][C:23]2[N:28]=[C:27]([C:29]([F:32])([F:31])[F:30])[CH:26]=[CH:25][N:24]=2)=[O:20])[CH2:18][CH2:17][CH2:16][CH2:15][CH2:14]1)[CH:10]=[O:11])C1C=CC=CC=1, predict the reaction product. The product is: [OH:8][N:9]([CH2:12][C:13]1([C:19]([NH:21][NH:22][C:23]2[N:28]=[C:27]([C:29]([F:32])([F:30])[F:31])[CH:26]=[CH:25][N:24]=2)=[O:20])[CH2:18][CH2:17][CH2:16][CH2:15][CH2:14]1)[CH:10]=[O:11]. (2) Given the reactants [CH3:1][C:2]1[CH:10]=[C:9]2[C:5]([CH2:6][CH2:7][C:8]2=[O:11])=[CH:4][CH:3]=1.[N:12](OCCC(C)C)=[O:13].Cl.O1CCOCC1, predict the reaction product. The product is: [CH3:1][C:2]1[CH:10]=[C:9]2[C:5]([CH2:6][C:7](=[N:12][OH:13])[C:8]2=[O:11])=[CH:4][CH:3]=1. (3) The product is: [S:21]1[C:25]([C:26]([C:2]2[CH:3]=[C:4]3[C:9](=[CH:10][CH:11]=2)[N:8]=[C:7]([O:12][CH3:13])[CH:6]=[C:5]3[C:14]2[CH:19]=[CH:18][CH:17]=[C:16]([Cl:20])[CH:15]=2)([C:28]2[N:29]([CH3:33])[CH:30]=[N:31][CH:32]=2)[OH:27])=[CH:24][C:23]2[CH:34]=[CH:35][CH:36]=[CH:37][C:22]1=2. Given the reactants Br[C:2]1[CH:3]=[C:4]2[C:9](=[CH:10][CH:11]=1)[N:8]=[C:7]([O:12][CH3:13])[CH:6]=[C:5]2[C:14]1[CH:19]=[CH:18][CH:17]=[C:16]([Cl:20])[CH:15]=1.[S:21]1[C:25]([C:26]([C:28]2[N:29]([CH3:33])[CH:30]=[N:31][CH:32]=2)=[O:27])=[CH:24][C:23]2[CH:34]=[CH:35][CH:36]=[CH:37][C:22]1=2, predict the reaction product.